Dataset: Forward reaction prediction with 1.9M reactions from USPTO patents (1976-2016). Task: Predict the product of the given reaction. (1) Given the reactants [CH3:1][N:2]1[C:10]2[CH:9]=[CH:8][CH:7]=[C:6]([C:11]#[N:12])[C:5]=2[CH:4]=[CH:3]1.C([O-])(=O)C.[Cs+].I[C:19]1[CH:24]=[CH:23][CH:22]=[CH:21][CH:20]=1, predict the reaction product. The product is: [CH3:1][N:2]1[C:10]2[CH:9]=[CH:8][CH:7]=[C:6]([C:11]#[N:12])[C:5]=2[CH:4]=[C:3]1[C:19]1[CH:24]=[CH:23][CH:22]=[CH:21][CH:20]=1. (2) Given the reactants [Cl:1][C:2]1[CH:3]=[CH:4][C:5]2[N:9]=[CH:8][N:7]([C:10]3[S:14][C:13]([C:15]([O:17][CH3:18])=[O:16])=[C:12]([OH:19])[CH:11]=3)[C:6]=2[CH:20]=1.[F:21][C:22]1[CH:29]=[C:28]([F:30])[CH:27]=[CH:26][C:23]=1[CH2:24]Br, predict the reaction product. The product is: [Cl:1][C:2]1[CH:3]=[CH:4][C:5]2[N:9]=[CH:8][N:7]([C:10]3[S:14][C:13]([C:15]([O:17][CH3:18])=[O:16])=[C:12]([O:19][CH2:24][C:23]4[CH:26]=[CH:27][C:28]([F:30])=[CH:29][C:22]=4[F:21])[CH:11]=3)[C:6]=2[CH:20]=1. (3) Given the reactants [F:1][C:2]1[CH:10]=[CH:9][C:8]([F:11])=[C:7]2[C:3]=1[C:4](=[O:13])[NH:5][C:6]2=[O:12].C(=O)([O-])[O-].[Cs+].[Cs+].Br[CH2:21][C:22]1[CH:27]=[CH:26][C:25]([CH:28]([CH:36]2[CH2:40][CH2:39][CH2:38][CH2:37]2)[C:29]([O:31][C:32]([CH3:35])([CH3:34])[CH3:33])=[O:30])=[CH:24][CH:23]=1, predict the reaction product. The product is: [CH:36]1([CH:28]([C:25]2[CH:26]=[CH:27][C:22]([CH2:21][N:5]3[C:4](=[O:13])[C:3]4[C:7](=[C:8]([F:11])[CH:9]=[CH:10][C:2]=4[F:1])[C:6]3=[O:12])=[CH:23][CH:24]=2)[C:29]([O:31][C:32]([CH3:33])([CH3:35])[CH3:34])=[O:30])[CH2:40][CH2:39][CH2:38][CH2:37]1. (4) The product is: [Cl:12][C:13]1[CH:18]=[C:17]([N:1]2[CH:5]=[C:4]([C:6]3[CH:11]=[CH:10][CH:9]=[CH:8][N:7]=3)[N:3]=[CH:2]2)[CH:16]=[CH:15][CH:14]=1. Given the reactants [NH:1]1[CH:5]=[C:4]([C:6]2[CH:11]=[CH:10][CH:9]=[CH:8][N:7]=2)[N:3]=[CH:2]1.[Cl:12][C:13]1[CH:14]=[C:15](B(O)O)[CH:16]=[CH:17][CH:18]=1.N1C=CC=CC=1, predict the reaction product. (5) Given the reactants [Cl:1][CH2:2][CH2:3][CH2:4][CH2:5][N:6]1[CH:11]=[C:10](C2(C)C=CC=CN2)[C:9](=[O:19])[NH:8][C:7]1=[O:20].[F:21][C:22]([F:36])([F:35])[C:23]1[CH:28]=[CH:27][C:26]([C@:29]23[CH2:34][C@H:33]2[CH2:32][NH:31][CH2:30]3)=[CH:25][CH:24]=1.CC[N:39]([CH:43]([CH3:45])[CH3:44])[CH:40]([CH3:42])C.[CH3:46]CO, predict the reaction product. The product is: [ClH:1].[ClH:1].[CH3:45][C:43]1[C:44]([C:10]2[C:9](=[O:19])[NH:8][C:7](=[O:20])[N:6]([CH2:5][CH2:4][CH2:3][CH2:2][N:31]3[CH2:32][C@H:33]4[C@:29]([C:26]5[CH:25]=[CH:24][C:23]([C:22]([F:21])([F:35])[F:36])=[CH:28][CH:27]=5)([CH2:34]4)[CH2:30]3)[CH:11]=2)=[CH:46][CH:42]=[CH:40][N:39]=1.